Task: Predict the product of the given reaction.. Dataset: Forward reaction prediction with 1.9M reactions from USPTO patents (1976-2016) (1) Given the reactants [Cl:1][C:2]1[CH:7]=[C:6]([C:8]2([CH3:13])OCC[O:9]2)[CH:5]=[C:4]([NH2:14])[N:3]=1, predict the reaction product. The product is: [NH2:14][C:4]1[CH:5]=[C:6]([C:8](=[O:9])[CH3:13])[CH:7]=[C:2]([Cl:1])[N:3]=1. (2) Given the reactants [N:1]([C@@H:4]1[C@@H:8]([CH2:9][OH:10])[O:7][C@@H:6]([N:11]2[C:21]3[N:20]=[C:18](N)[NH:17][C:15](=O)[C:14]=3[N:13]=[CH:12]2)[C@@H:5]1[OH:22])=[N+:2]=[N-:3].[Cl-].[C:24](Cl)(=[O:31])[C:25]1[CH:30]=[CH:29][CH:28]=[CH:27][CH:26]=1.[OH-].[NH4+:34], predict the reaction product. The product is: [N:1]([C@@H:4]1[C@@H:8]([CH2:9][OH:10])[O:7][C@@H:6]([N:11]2[C:21]3[N:20]=[CH:18][N:17]=[C:15]([NH2:34])[C:14]=3[N:13]=[CH:12]2)[C@@H:5]1[OH:22])=[N+:2]=[N-:3].[N:1]([C@@H:4]1[C@@H:8]([CH2:9][OH:10])[O:7][C@@H:6]([N:11]2[C:21]3[N:20]=[CH:18][N:17]=[C:15]([NH:34][C:24](=[O:31])[C:25]4[CH:30]=[CH:29][CH:28]=[CH:27][CH:26]=4)[C:14]=3[N:13]=[CH:12]2)[C@@H:5]1[OH:22])=[N+:2]=[N-:3]. (3) Given the reactants [CH:1]([CH:4]1[C:9](=[O:10])[NH:8][C:7]2[CH:11]=[C:12]([CH3:15])[CH:13]=[CH:14][C:6]=2[O:5]1)([CH3:3])[CH3:2].C(=O)([O-])[O-].[K+].[K+].[C:22]([O:26][CH3:27])(=[O:25])[CH:23]=[CH2:24].O, predict the reaction product. The product is: [CH3:27][O:26][C:22](=[O:25])[CH2:23][CH2:24][N:8]1[C:7]2[CH:11]=[C:12]([CH3:15])[CH:13]=[CH:14][C:6]=2[O:5][CH:4]([CH:1]([CH3:3])[CH3:2])[C:9]1=[O:10]. (4) Given the reactants [CH3:1][N:2]1[C:6]([N:7]2[CH:11]=[CH:10][CH:9]=[CH:8]2)=[C:5]([C:12]([OH:14])=O)[CH:4]=[N:3]1.N1C=CC=CC=1.N1C(F)=NC(F)=NC=1[F:23], predict the reaction product. The product is: [CH3:1][N:2]1[C:6]([N:7]2[CH:11]=[CH:10][CH:9]=[CH:8]2)=[C:5]([C:12]([F:23])=[O:14])[CH:4]=[N:3]1.